Dataset: Full USPTO retrosynthesis dataset with 1.9M reactions from patents (1976-2016). Task: Predict the reactants needed to synthesize the given product. (1) Given the product [NH2:31][C@H:26]1[CH2:27][CH2:28][CH2:29][CH2:30][C@H:25]1[NH:32][C:8]1[N:9]=[CH:10][C:11]2[C:2]([CH3:1])=[N:3][CH:4]=[C:5]([C:14]3[C:22]4[C:17](=[CH:18][C:19]([C:23]#[N:24])=[CH:20][CH:21]=4)[NH:16][CH:15]=3)[C:6]=2[N:7]=1, predict the reactants needed to synthesize it. The reactants are: [CH3:1][C:2]1[C:11]2[CH:10]=[N:9][C:8](SC)=[N:7][C:6]=2[C:5]([C:14]2[C:22]3[C:17](=[CH:18][C:19]([C:23]#[N:24])=[CH:20][CH:21]=3)[NH:16][CH:15]=2)=[CH:4][N:3]=1.[C@@H:25]1([NH2:32])[CH2:30][CH2:29][CH2:28][CH2:27][C@@H:26]1[NH2:31]. (2) Given the product [CH3:2][C:1]1[C:4]([C:5]#[N:6])=[CH:7][N:30]=[C:28]([NH:27][CH2:26][CH2:25][CH2:24][CH:21]2[CH2:20][CH2:19][N:18]([CH3:17])[CH2:23][CH2:22]2)[N:29]=1, predict the reactants needed to synthesize it. The reactants are: [C:1]([C:4](=[CH:7]N(C)C)[C:5]#[N:6])(=O)[CH3:2].C(=O)([O-])[O-].[K+].[K+].[CH3:17][N:18]1[CH2:23][CH2:22][CH:21]([CH2:24][CH2:25][CH2:26][NH:27][C:28]([NH2:30])=[NH:29])[CH2:20][CH2:19]1. (3) Given the product [CH3:24][CH2:25][CH2:15][CH2:11][CH2:18][C:17]([N:19]([CH2:22][CH3:23])[CH2:20][CH3:21])=[O:2], predict the reactants needed to synthesize it. The reactants are: C[OH:2].[Si](C=[N+]=[N-])(C)(C)C.Br[C:11]1N=C(Br)S[CH:15]=1.[CH2:17]([N:19]([CH2:22][CH3:23])[CH2:20][CH3:21])[CH3:18].[CH3:24][CH2:25]OCC. (4) Given the product [Cl:17][C:14]1[CH:15]=[CH:16][C:11]([C:8]2[CH:9]=[N:10][C:5]3[N:6]([CH:22]=[C:3]([CH2:2][O:23][C:24]4[CH:29]=[CH:28][CH:27]=[CH:26][N:25]=4)[N:4]=3)[N:7]=2)=[C:12]([C:18]([F:21])([F:20])[F:19])[CH:13]=1, predict the reactants needed to synthesize it. The reactants are: Cl[CH2:2][C:3]1[N:4]=[C:5]2[N:10]=[CH:9][C:8]([C:11]3[CH:16]=[CH:15][C:14]([Cl:17])=[CH:13][C:12]=3[C:18]([F:21])([F:20])[F:19])=[N:7][N:6]2[CH:22]=1.[OH:23][C:24]1[CH:29]=[CH:28][CH:27]=[CH:26][N:25]=1. (5) Given the product [C:30]1([S:31][C:16]2[N:15]=[C:14]([NH:13][C:5]3[CH:4]=[C:3]([O:2][CH3:1])[C:8]([O:9][CH3:10])=[C:7]([O:11][CH3:12])[CH:6]=3)[CH:19]=[N:18][CH:17]=2)[C:24]2[C:25](=[CH:26][CH:21]=[CH:22][CH:23]=2)[CH:27]=[CH:28][CH:29]=1, predict the reactants needed to synthesize it. The reactants are: [CH3:1][O:2][C:3]1[CH:4]=[C:5]([NH:13][C:14]2[CH:19]=[N:18][CH:17]=[C:16](Cl)[N:15]=2)[CH:6]=[C:7]([O:11][CH3:12])[C:8]=1[O:9][CH3:10].[CH:21]1[CH:26]=[C:25]2[CH:27]=[CH:28][CH:29]=[C:30]([SH:31])[C:24]2=[CH:23][CH:22]=1. (6) Given the product [NH2:1][C:2]1[N:3]=[C:4]([C:18]2[O:19][CH2:20][CH2:21][CH:22]=2)[C:5]([C:16]#[N:17])=[C:6]([NH:32][CH2:31][CH2:30][NH:29][C:23]2[CH:28]=[CH:27][CH:26]=[CH:25][CH:24]=2)[N:7]=1, predict the reactants needed to synthesize it. The reactants are: [NH2:1][C:2]1[N:7]=[C:6](OS(C(F)(F)F)(=O)=O)[C:5]([C:16]#[N:17])=[C:4]([C:18]2[O:19][CH2:20][CH2:21][CH:22]=2)[N:3]=1.[C:23]1([NH:29][CH2:30][CH2:31][NH2:32])[CH:28]=[CH:27][CH:26]=[CH:25][CH:24]=1. (7) The reactants are: [CH2:1]([NH:3][C:4]1[CH:14]=[CH:13][C:7]2[O:8][C:9]([F:12])([F:11])[O:10][C:6]=2[CH:5]=1)[CH3:2].[Br:15][CH2:16][C:17]([OH:19])=O.C(Cl)CCl. Given the product [Br:15][CH2:16][C:17]([N:3]([C:4]1[CH:14]=[CH:13][C:7]2[O:8][C:9]([F:12])([F:11])[O:10][C:6]=2[CH:5]=1)[CH2:1][CH3:2])=[O:19], predict the reactants needed to synthesize it. (8) The reactants are: Br[CH2:2][C:3]1[CH:4]=[C:5]([C:9]2[C:13]3[N:14]=[CH:15][NH:16][C:17](=[O:18])[C:12]=3[S:11][N:10]=2)[CH:6]=[CH:7][CH:8]=1.O.C(=O)([O-])[O-:21].[Ca+2]. Given the product [OH:21][CH2:2][C:3]1[CH:4]=[C:5]([C:9]2[C:13]3[N:14]=[CH:15][NH:16][C:17](=[O:18])[C:12]=3[S:11][N:10]=2)[CH:6]=[CH:7][CH:8]=1, predict the reactants needed to synthesize it. (9) The reactants are: [C:1]1([CH3:35])[CH:6]=[CH:5][C:4]([C:7]2[N:8]=[C:9]3[C:14](=[CH:15][C:16]=2[C:17]2[CH:22]=[CH:21][C:20]([CH3:23])=[CH:19][CH:18]=2)[N:13]([CH2:24][CH2:25][CH2:26][CH2:27][CH2:28][CH2:29][C:30]([O:32]CC)=[O:31])[CH2:12][CH2:11][CH2:10]3)=[CH:3][CH:2]=1.[OH-].[Na+]. Given the product [C:1]1([CH3:35])[CH:2]=[CH:3][C:4]([C:7]2[N:8]=[C:9]3[C:14](=[CH:15][C:16]=2[C:17]2[CH:22]=[CH:21][C:20]([CH3:23])=[CH:19][CH:18]=2)[N:13]([CH2:24][CH2:25][CH2:26][CH2:27][CH2:28][CH2:29][C:30]([OH:32])=[O:31])[CH2:12][CH2:11][CH2:10]3)=[CH:5][CH:6]=1, predict the reactants needed to synthesize it.